From a dataset of Full USPTO retrosynthesis dataset with 1.9M reactions from patents (1976-2016). Predict the reactants needed to synthesize the given product. Given the product [C:14]1([C:22]2[CH:23]=[CH:24][CH:25]=[CH:26][CH:27]=2)[CH:19]=[CH:18][CH:17]=[C:16]([CH2:20][N:11]2[CH2:12][CH2:13][N:8]([C:4]3[CH:5]=[CH:6][CH:7]=[C:2]([CH3:1])[CH:3]=3)[CH2:9][CH2:10]2)[CH:15]=1, predict the reactants needed to synthesize it. The reactants are: [CH3:1][C:2]1[CH:3]=[C:4]([N:8]2[CH2:13][CH2:12][NH:11][CH2:10][CH2:9]2)[CH:5]=[CH:6][CH:7]=1.[C:14]1([C:22]2[CH:27]=[CH:26][CH:25]=[CH:24][CH:23]=2)[CH:19]=[CH:18][CH:17]=[C:16]([CH:20]=O)[CH:15]=1.[BH-](OC(C)=O)(OC(C)=O)OC(C)=O.[Na+].C1(C2C=CC=CC=2)C=CC=CC=1CN1CCN(C2C=CC=CC=2)CC1.